Dataset: NCI-60 drug combinations with 297,098 pairs across 59 cell lines. Task: Regression. Given two drug SMILES strings and cell line genomic features, predict the synergy score measuring deviation from expected non-interaction effect. Drug 2: C1=CC(=C2C(=C1NCCNCCO)C(=O)C3=C(C=CC(=C3C2=O)O)O)NCCNCCO. Drug 1: CCC1=CC2CC(C3=C(CN(C2)C1)C4=CC=CC=C4N3)(C5=C(C=C6C(=C5)C78CCN9C7C(C=CC9)(C(C(C8N6C)(C(=O)OC)O)OC(=O)C)CC)OC)C(=O)OC.C(C(C(=O)O)O)(C(=O)O)O. Cell line: CAKI-1. Synergy scores: CSS=59.0, Synergy_ZIP=-6.78, Synergy_Bliss=-5.47, Synergy_Loewe=-2.76, Synergy_HSA=1.27.